This data is from CYP2C9 substrate classification data from Carbon-Mangels et al.. The task is: Regression/Classification. Given a drug SMILES string, predict its absorption, distribution, metabolism, or excretion properties. Task type varies by dataset: regression for continuous measurements (e.g., permeability, clearance, half-life) or binary classification for categorical outcomes (e.g., BBB penetration, CYP inhibition). Dataset: cyp2c9_substrate_carbonmangels. (1) The drug is CCOC(=O)C1=C(C)NC(C)=C(C(=O)OC)[C@@H]1c1cccc2c1OCO2. The result is 0 (non-substrate). (2) The result is 0 (non-substrate). The molecule is CCN(CC)CCC[C@H](C)Nc1ccnc2cc(Cl)ccc12.